This data is from Peptide-MHC class I binding affinity with 185,985 pairs from IEDB/IMGT. The task is: Regression. Given a peptide amino acid sequence and an MHC pseudo amino acid sequence, predict their binding affinity value. This is MHC class I binding data. (1) The peptide sequence is YAKKFKTGM. The MHC is HLA-B40:01 with pseudo-sequence HLA-B40:01. The binding affinity (normalized) is 0.0847. (2) The peptide sequence is KEKGPIFRD. The MHC is HLA-A01:01 with pseudo-sequence HLA-A01:01. The binding affinity (normalized) is 0.0847. (3) The peptide sequence is LAALFMYYAK. The MHC is HLA-A33:01 with pseudo-sequence HLA-A33:01. The binding affinity (normalized) is 0.179. (4) The peptide sequence is KSRCASPST. The MHC is HLA-B18:01 with pseudo-sequence HLA-B18:01. The binding affinity (normalized) is 0.0847. (5) The peptide sequence is TLNHNCINV. The MHC is HLA-A02:12 with pseudo-sequence HLA-A02:12. The binding affinity (normalized) is 0.728. (6) The peptide sequence is FLKNRFEAL. The MHC is HLA-A26:02 with pseudo-sequence HLA-A26:02. The binding affinity (normalized) is 0.465. (7) The peptide sequence is NPAACSYMV. The MHC is HLA-A80:01 with pseudo-sequence HLA-A80:01. The binding affinity (normalized) is 0.0847.